Predict which catalyst facilitates the given reaction. From a dataset of Catalyst prediction with 721,799 reactions and 888 catalyst types from USPTO. (1) Reactant: C1C=C[NH+]=CC=1.[O-][Cr](Cl)(=O)=O.[O:12]1[CH:16]=[CH:15][N:14]=[C:13]1[CH:17]([C:19]1[CH:24]=[CH:23][C:22]([O:25][CH:26]2[CH2:31][CH2:30][CH2:29][CH2:28][O:27]2)=[CH:21][CH:20]=1)[OH:18]. Product: [O:12]1[CH:16]=[CH:15][N:14]=[C:13]1[C:17]([C:19]1[CH:20]=[CH:21][C:22]([O:25][CH:26]2[CH2:31][CH2:30][CH2:29][CH2:28][O:27]2)=[CH:23][CH:24]=1)=[O:18]. The catalyst class is: 2. (2) Reactant: [CH2:1](Cl)[CH3:2].[NH2:4][CH2:5][CH2:6][C:7]([OH:9])=[O:8].[H-].[Na+].Br[CH2:13][CH2:14][CH2:15][CH2:16][CH2:17][C:18]1[CH:23]=[CH:22][CH:21]=[CH:20][CH:19]=1. Product: [C:18]1([CH2:17][CH2:16][CH2:15][CH2:14][CH2:13][NH:4][CH2:5][CH2:6][C:7]([O:9][CH2:1][CH3:2])=[O:8])[CH:23]=[CH:22][CH:21]=[CH:20][CH:19]=1. The catalyst class is: 42. (3) Reactant: [Br:1][C:2]1[CH:7]=[CH:6][CH:5]=[CH:4][C:3]=1[CH2:8][CH2:9][C:10]([OH:12])=O.S(Cl)(Cl)=O.[Cl-].[Al+3].[Cl-].[Cl-]. Product: [Br:1][C:2]1[CH:7]=[CH:6][CH:5]=[C:4]2[C:3]=1[CH2:8][CH2:9][C:10]2=[O:12]. The catalyst class is: 417. (4) Reactant: [CH3:1][C:2]1[CH:3]=[CH:4][C:5]2[N:6]([C:8]([CH:11]([C:13]3[CH:14]=[C:15]4[C:20](=[CH:21][CH:22]=3)[N:19]=[CH:18][CH:17]=[CH:16]4)[CH3:12])=[N:9][N:10]=2)[N:7]=1.[Br:23]Br. Product: [Br:23][C:17]1[CH:18]=[N:19][C:20]2[C:15]([CH:16]=1)=[CH:14][C:13]([CH:11]([C:8]1[N:6]3[N:7]=[C:2]([CH3:1])[CH:3]=[CH:4][C:5]3=[N:10][N:9]=1)[CH3:12])=[CH:22][CH:21]=2. The catalyst class is: 15. (5) Reactant: CN([CH2:4][CH2:5][N:6]([CH3:8])[CH3:7])C.[Li][CH2:10][CH2:11][CH2:12][CH3:13].Cl[P:15]([CH:22]1[CH2:27][CH2:26][CH2:25][CH2:24][CH2:23]1)[CH:16]1[CH2:21][CH2:20][CH2:19][CH2:18][CH2:17]1. The catalyst class is: 81. Product: [C:5]1([N:6]2[C:8]3[C:21](=[CH:16][CH:17]=[CH:18][CH:19]=3)[CH:20]=[C:7]2[P:15]([CH:22]2[CH2:27][CH2:26][CH2:25][CH2:24][CH2:23]2)[CH:16]2[CH2:21][CH2:20][CH2:19][CH2:18][CH2:17]2)[CH:13]=[CH:12][CH:11]=[CH:10][CH:4]=1. (6) Reactant: [F:1][C:2]1[CH:3]=[C:4]([C:9]([O:12][Si:13]([CH:20]([CH3:22])[CH3:21])([CH:17]([CH3:19])[CH3:18])[CH:14]([CH3:16])[CH3:15])([CH3:11])[CH3:10])[CH:5]=[C:6]([F:8])[CH:7]=1.C([Li])CCC.C(O[B:32]1[O:36][C:35]([CH3:38])([CH3:37])[C:34]([CH3:40])([CH3:39])[O:33]1)(C)C. Product: [F:8][C:6]1[CH:5]=[C:4]([C:9]([O:12][Si:13]([CH:14]([CH3:15])[CH3:16])([CH:20]([CH3:22])[CH3:21])[CH:17]([CH3:19])[CH3:18])([CH3:10])[CH3:11])[CH:3]=[C:2]([F:1])[C:7]=1[B:32]1[O:36][C:35]([CH3:38])([CH3:37])[C:34]([CH3:40])([CH3:39])[O:33]1. The catalyst class is: 1. (7) Reactant: [NH2:1][C:2](/[N:4]=[C:5](/[N:7]([CH3:9])[CH3:8])\[CH3:6])=[S:3].[CH3:10][I:11]. Product: [IH:11].[NH2:1][CH:2]([S:3][CH3:10])/[N:4]=[C:5](/[N:7]([CH3:9])[CH3:8])\[CH3:6]. The catalyst class is: 1. (8) Reactant: [C:1]([CH:3]1[CH2:8][O:7][CH2:6][CH2:5][N:4]1[C:9]([O:11][C:12]([CH3:15])([CH3:14])[CH3:13])=[O:10])#[N:2].Cl.[NH2:17][OH:18].C(N(CC)CC)C. Product: [NH2:2]/[C:1](=[N:17]\[OH:18])/[CH:3]1[CH2:8][O:7][CH2:6][CH2:5][N:4]1[C:9]([O:11][C:12]([CH3:15])([CH3:14])[CH3:13])=[O:10]. The catalyst class is: 14.